From a dataset of Catalyst prediction with 721,799 reactions and 888 catalyst types from USPTO. Predict which catalyst facilitates the given reaction. (1) The catalyst class is: 521. Reactant: O.O.[Na+].[Br:4][C:5]1[CH:10]=[CH:9][C:8]([S:11]([O-:13])=O)=[CH:7][CH:6]=1.O=S(Cl)Cl.[NH2:18][C@H:19]([C:23]([O:25][CH3:26])=[O:24])[C@@H:20]([CH3:22])[OH:21].Cl.CCN(C(C)C)C(C)C. Product: [CH3:26][O:25][C:23](=[O:24])[C@@H:19]([NH:18][S:11]([C:8]1[CH:7]=[CH:6][C:5]([Br:4])=[CH:10][CH:9]=1)=[O:13])[C@H:20]([OH:21])[CH3:22]. (2) Reactant: [CH3:1][CH:2]([CH3:39])[C:3]([O:5][C@H:6]([O:10][C:11]([O:13]N1C(=O)[C@@H](OC(=O)C2C=CC=CC=2)[C@H](OC(=O)C2C=CC=CC=2)C1=O)=O)[CH:7]([CH3:9])[CH3:8])=[O:4].[NH2:40][CH2:41][CH2:42][CH2:43][P:44]([CH3:47])(=[O:46])[OH:45].C1COCC1. Product: [C:3]([O:5][C@H:6]([O:10][C:11]([NH:40][CH2:41][CH2:42][CH2:43][P:44]([CH3:47])(=[O:45])[OH:46])=[O:13])[CH:7]([CH3:8])[CH3:9])(=[O:4])[CH:2]([CH3:1])[CH3:39]. The catalyst class is: 6. (3) Reactant: [CH2:1]([C:3]1[C:11]2[CH:10]=[N:9][CH:8]=[N:7][C:6]=2[N:5]([C@@H:12]2[O:16][C@H:15]([CH2:17][OH:18])[C@@H:14]([OH:19])[CH2:13]2)[CH:4]=1)[CH3:2].C(C1C=C(C)C=C(C(C)(C)C)N=1)(C)(C)C.[C:35]([O:39][C:40](=[O:46])[NH:41][S:42](Cl)(=[O:44])=[O:43])([CH3:38])([CH3:37])[CH3:36]. Product: [C:35]([O:39][C:40](=[O:46])[NH:41][S:42]([O:18][CH2:17][C@@H:15]1[C@@H:14]([OH:19])[CH2:13][C@H:12]([N:5]2[C:6]3[N:7]=[CH:8][N:9]=[CH:10][C:11]=3[C:3]([CH2:1][CH3:2])=[CH:4]2)[O:16]1)(=[O:44])=[O:43])([CH3:38])([CH3:36])[CH3:37]. The catalyst class is: 751. (4) Reactant: C(OC(C1(S(C2C=CC(C3C=NC(CCCC(F)(F)F)=CN=3)=CC=2)(=O)=O)CCOCC1)=O)(C)(C)C.[ClH:36].[OH:37][NH:38][C:39]([C:41]1([S:47]([C:50]2[CH:55]=[CH:54][C:53]([C:56]3[CH:61]=[N:60][C:59]([CH2:62][CH2:63][C:64]([F:70])([F:69])[C:65](F)(F)F)=[CH:58][N:57]=3)=[CH:52][CH:51]=2)(=[O:49])=[O:48])[CH2:46][CH2:45][O:44][CH2:43][CH2:42]1)=[O:40].I.ICCC(=O)C.COCCN(S(F)(F)F)CCOC.C([O-])(O)=O.[Na+]. Product: [ClH:36].[F:70][C:64]([F:69])([CH3:65])[CH2:63][CH2:62][C:59]1[N:60]=[CH:61][C:56]([C:53]2[CH:54]=[CH:55][C:50]([S:47]([C:41]3([C:39]([NH:38][OH:37])=[O:40])[CH2:42][CH2:43][O:44][CH2:45][CH2:46]3)(=[O:49])=[O:48])=[CH:51][CH:52]=2)=[N:57][CH:58]=1. The catalyst class is: 412. (5) Reactant: [NH2:1][C@H:2]([CH:6]([CH3:8])[CH3:7])[C:3]([OH:5])=[O:4].[C:9](=O)([O:18][CH2:19][CH2:20][Si:21]([CH3:24])([CH3:23])[CH3:22])[O:10]N1C(=O)CCC1=O.C(N(CC)CC)C.S([O-])(O)(=O)=O.[Na+]. Product: [CH3:7][CH:6]([CH3:8])[C@@H:2]([NH:1][C:9]([O:18][CH2:19][CH2:20][Si:21]([CH3:24])([CH3:23])[CH3:22])=[O:10])[C:3]([OH:5])=[O:4]. The catalyst class is: 38. (6) Reactant: [H-].[Na+].[O:3]=[C:4]([CH2:12][C:13]1[CH:18]=[CH:17][CH:16]=[CH:15][CH:14]=1)[CH2:5]P(=O)(OC)OC.[CH3:19][O:20][C:21](=[O:37])[CH2:22][O:23][CH2:24][CH2:25][CH2:26][CH2:27][N:28]1[C:33](=[O:34])[CH2:32][CH2:31][CH2:30][C@@H:29]1[CH:35]=O. Product: [CH3:19][O:20][C:21](=[O:37])[CH2:22][O:23][CH2:24][CH2:25][CH2:26][CH2:27][N:28]1[C@@H:29](/[CH:35]=[CH:5]/[C:4](=[O:3])[CH2:12][C:13]2[CH:14]=[CH:15][CH:16]=[CH:17][CH:18]=2)[CH2:30][CH2:31][CH2:32][C:33]1=[O:34]. The catalyst class is: 1.